This data is from Full USPTO retrosynthesis dataset with 1.9M reactions from patents (1976-2016). The task is: Predict the reactants needed to synthesize the given product. Given the product [CH2:59]([N:56]1[C:51]2=[N:52][C:53]([CH2:54][CH3:55])=[C:48]([CH2:47][NH:46][C:44](=[O:45])[CH2:43][CH2:42][CH2:41][CH2:40][CH2:39][CH2:38][CH2:37][NH:36][CH2:35][C@H:34]([OH:33])[C:68]3[CH:77]=[CH:76][C:75]([OH:78])=[C:74]4[C:69]=3[CH:70]=[CH:71][C:72](=[O:79])[NH:73]4)[C:49]([NH:61][CH:62]3[CH2:67][CH2:66][O:65][CH2:64][CH2:63]3)=[C:50]2[CH:58]=[N:57]1)[CH3:60], predict the reactants needed to synthesize it. The reactants are: N(C[C@@H](C1C=CC(OCC2C=CC=CC=2)=C2C=1C=CC(=O)N2)O)=[N+]=[N-].[Si]([O:33][C@H:34]([C:68]1[CH:77]=[CH:76][C:75]([OH:78])=[C:74]2[C:69]=1[CH:70]=[CH:71][C:72](=[O:79])[NH:73]2)[CH2:35][NH:36][CH2:37][CH2:38][CH2:39][CH2:40][CH2:41][CH2:42][CH2:43][C:44]([NH:46][CH2:47][C:48]1[C:49]([NH:61][CH:62]2[CH2:67][CH2:66][O:65][CH2:64][CH2:63]2)=[C:50]2[CH:58]=[N:57][N:56]([CH2:59][CH3:60])[C:51]2=[N:52][C:53]=1[CH2:54][CH3:55])=[O:45])(C(C)(C)C)(C)C.